This data is from NCI-60 drug combinations with 297,098 pairs across 59 cell lines. The task is: Regression. Given two drug SMILES strings and cell line genomic features, predict the synergy score measuring deviation from expected non-interaction effect. (1) Drug 2: C(CN)CNCCSP(=O)(O)O. Drug 1: CC1C(C(CC(O1)OC2CC(CC3=C2C(=C4C(=C3O)C(=O)C5=C(C4=O)C(=CC=C5)OC)O)(C(=O)CO)O)N)O.Cl. Synergy scores: CSS=-0.0490, Synergy_ZIP=-0.00431, Synergy_Bliss=-0.522, Synergy_Loewe=-0.378, Synergy_HSA=-0.565. Cell line: IGROV1. (2) Drug 1: C1=CC(=CC=C1CCC2=CNC3=C2C(=O)NC(=N3)N)C(=O)NC(CCC(=O)O)C(=O)O. Drug 2: CCC1(CC2CC(C3=C(CCN(C2)C1)C4=CC=CC=C4N3)(C5=C(C=C6C(=C5)C78CCN9C7C(C=CC9)(C(C(C8N6C=O)(C(=O)OC)O)OC(=O)C)CC)OC)C(=O)OC)O.OS(=O)(=O)O. Cell line: UACC62. Synergy scores: CSS=15.6, Synergy_ZIP=-2.85, Synergy_Bliss=3.03, Synergy_Loewe=4.27, Synergy_HSA=4.47. (3) Drug 1: CC1=C(C=C(C=C1)NC2=NC=CC(=N2)N(C)C3=CC4=NN(C(=C4C=C3)C)C)S(=O)(=O)N.Cl. Drug 2: CC(C)NC(=O)C1=CC=C(C=C1)CNNC.Cl. Cell line: IGROV1. Synergy scores: CSS=-5.88, Synergy_ZIP=0.692, Synergy_Bliss=-4.74, Synergy_Loewe=-8.08, Synergy_HSA=-7.48. (4) Drug 1: CC1=C(C=C(C=C1)NC2=NC=CC(=N2)N(C)C3=CC4=NN(C(=C4C=C3)C)C)S(=O)(=O)N.Cl. Drug 2: C1CCC(C(C1)N)N.C(=O)(C(=O)[O-])[O-].[Pt+4]. Cell line: COLO 205. Synergy scores: CSS=27.5, Synergy_ZIP=8.51, Synergy_Bliss=8.18, Synergy_Loewe=-40.3, Synergy_HSA=1.47. (5) Drug 1: CN1C2=C(C=C(C=C2)N(CCCl)CCCl)N=C1CCCC(=O)O.Cl. Drug 2: C(CN)CNCCSP(=O)(O)O. Cell line: NCI/ADR-RES. Synergy scores: CSS=7.60, Synergy_ZIP=-3.71, Synergy_Bliss=-6.68, Synergy_Loewe=2.94, Synergy_HSA=-5.38. (6) Drug 1: CC1=C(C=C(C=C1)NC(=O)C2=CC=C(C=C2)CN3CCN(CC3)C)NC4=NC=CC(=N4)C5=CN=CC=C5. Drug 2: CS(=O)(=O)CCNCC1=CC=C(O1)C2=CC3=C(C=C2)N=CN=C3NC4=CC(=C(C=C4)OCC5=CC(=CC=C5)F)Cl. Cell line: A498. Synergy scores: CSS=-0.729, Synergy_ZIP=-1.28, Synergy_Bliss=2.55, Synergy_Loewe=-9.14, Synergy_HSA=-4.25. (7) Cell line: SK-MEL-5. Drug 2: C1CCC(C(C1)N)N.C(=O)(C(=O)[O-])[O-].[Pt+4]. Synergy scores: CSS=35.1, Synergy_ZIP=-10.8, Synergy_Bliss=-0.745, Synergy_Loewe=-0.424, Synergy_HSA=1.84. Drug 1: CC1=C(C=C(C=C1)C(=O)NC2=CC(=CC(=C2)C(F)(F)F)N3C=C(N=C3)C)NC4=NC=CC(=N4)C5=CN=CC=C5.